Regression. Given two drug SMILES strings and cell line genomic features, predict the synergy score measuring deviation from expected non-interaction effect. From a dataset of NCI-60 drug combinations with 297,098 pairs across 59 cell lines. (1) Drug 1: CC(C1=C(C=CC(=C1Cl)F)Cl)OC2=C(N=CC(=C2)C3=CN(N=C3)C4CCNCC4)N. Drug 2: C1C(C(OC1N2C=C(C(=O)NC2=O)F)CO)O. Cell line: TK-10. Synergy scores: CSS=55.3, Synergy_ZIP=6.98, Synergy_Bliss=6.74, Synergy_Loewe=-15.5, Synergy_HSA=7.04. (2) Drug 2: C1CC(=O)NC(=O)C1N2C(=O)C3=CC=CC=C3C2=O. Cell line: UACC-257. Synergy scores: CSS=2.61, Synergy_ZIP=0.482, Synergy_Bliss=1.79, Synergy_Loewe=-5.91, Synergy_HSA=0.284. Drug 1: C1=CN(C(=O)N=C1N)C2C(C(C(O2)CO)O)O.Cl. (3) Drug 1: CCN(CC)CCNC(=O)C1=C(NC(=C1C)C=C2C3=C(C=CC(=C3)F)NC2=O)C. Drug 2: CN(C(=O)NC(C=O)C(C(C(CO)O)O)O)N=O. Cell line: BT-549. Synergy scores: CSS=-9.09, Synergy_ZIP=11.1, Synergy_Bliss=4.57, Synergy_Loewe=-9.85, Synergy_HSA=-11.7. (4) Drug 1: C(CCl)NC(=O)N(CCCl)N=O. Drug 2: N.N.Cl[Pt+2]Cl. Cell line: SK-MEL-28. Synergy scores: CSS=24.9, Synergy_ZIP=-9.55, Synergy_Bliss=-4.43, Synergy_Loewe=-13.1, Synergy_HSA=-2.70. (5) Drug 1: CN(C)N=NC1=C(NC=N1)C(=O)N. Drug 2: C1=NC2=C(N=C(N=C2N1C3C(C(C(O3)CO)O)O)F)N. Cell line: T-47D. Synergy scores: CSS=-0.627, Synergy_ZIP=-0.420, Synergy_Bliss=-0.940, Synergy_Loewe=-2.67, Synergy_HSA=-1.95. (6) Drug 1: CC1=C(C=C(C=C1)NC(=O)C2=CC=C(C=C2)CN3CCN(CC3)C)NC4=NC=CC(=N4)C5=CN=CC=C5. Drug 2: COCCOC1=C(C=C2C(=C1)C(=NC=N2)NC3=CC=CC(=C3)C#C)OCCOC.Cl. Cell line: RPMI-8226. Synergy scores: CSS=-1.90, Synergy_ZIP=2.22, Synergy_Bliss=2.22, Synergy_Loewe=-2.54, Synergy_HSA=-2.21. (7) Drug 1: C1CCN(CC1)CCOC2=CC=C(C=C2)C(=O)C3=C(SC4=C3C=CC(=C4)O)C5=CC=C(C=C5)O. Drug 2: CCN(CC)CCNC(=O)C1=C(NC(=C1C)C=C2C3=C(C=CC(=C3)F)NC2=O)C. Cell line: NCI-H322M. Synergy scores: CSS=-8.23, Synergy_ZIP=-0.401, Synergy_Bliss=-6.35, Synergy_Loewe=-8.67, Synergy_HSA=-8.49.